Dataset: Forward reaction prediction with 1.9M reactions from USPTO patents (1976-2016). Task: Predict the product of the given reaction. (1) Given the reactants [F:1][C:2]1[CH:3]=[CH:4][C:5]2[N:6]([CH:8]=[N:9][C:10]=2[C:11]2[N:12]=[C:13]3[C:19]([CH:20]=[O:21])=[CH:18][N:17]([CH2:22][O:23][CH2:24][CH2:25][Si:26]([CH3:29])([CH3:28])[CH3:27])[C:14]3=[N:15][CH:16]=2)[CH:7]=1.S(=O)(=O)(O)N.[Cl:35]([O-])=O.[Na+].P([O-])(O)(O)=O.[K+].[OH2:45], predict the reaction product. The product is: [Cl:35][C:8]1[N:6]2[CH:7]=[C:2]([F:1])[CH:3]=[CH:4][C:5]2=[C:10]([C:11]2[N:12]=[C:13]3[C:19]([C:20]([OH:21])=[O:45])=[CH:18][N:17]([CH2:22][O:23][CH2:24][CH2:25][Si:26]([CH3:29])([CH3:28])[CH3:27])[C:14]3=[N:15][CH:16]=2)[N:9]=1. (2) Given the reactants [F:1][CH:2]([F:50])[C:3]1[CH:29]=[CH:28][CH:27]=[C:26]([C:30]2[CH:35]=[CH:34][CH:33]=[C:32]([N:36]3[C:40]([C:41]([F:44])([F:43])[F:42])=[C:39]([C:45]([O:47][CH2:48][CH3:49])=[O:46])[CH:38]=[N:37]3)[N:31]=2)[C:4]=1[O:5][CH2:6][C:7]1[CH:12]=[CH:11][C:10]([C:13]2[CH2:14][CH2:15][N:16]([C:19]([O:21][C:22]([CH3:25])([CH3:24])[CH3:23])=[O:20])[CH2:17][CH:18]=2)=[CH:9][CH:8]=1.[H][H], predict the reaction product. The product is: [F:50][CH:2]([F:1])[C:3]1[CH:29]=[CH:28][CH:27]=[C:26]([C:30]2[CH:35]=[CH:34][CH:33]=[C:32]([N:36]3[C:40]([C:41]([F:44])([F:43])[F:42])=[C:39]([C:45]([O:47][CH2:48][CH3:49])=[O:46])[CH:38]=[N:37]3)[N:31]=2)[C:4]=1[O:5][CH2:6][C:7]1[CH:12]=[CH:11][C:10]([CH:13]2[CH2:14][CH2:15][N:16]([C:19]([O:21][C:22]([CH3:23])([CH3:24])[CH3:25])=[O:20])[CH2:17][CH2:18]2)=[CH:9][CH:8]=1. (3) The product is: [CH2:38]([C:35]1[CH:34]=[N:33][C:32]([N:20]2[CH2:19][CH2:18][CH:17]([CH2:16][CH2:15][CH2:14][O:13][C:10]3[N:11]=[CH:12][C:7]4[CH2:6][N:5]([S:2]([CH3:1])(=[O:3])=[O:4])[CH2:24][CH2:23][C:8]=4[N:9]=3)[CH2:22][CH2:21]2)=[N:37][CH:36]=1)[CH3:39]. Given the reactants [CH3:1][S:2]([N:5]1[CH2:24][CH2:23][C:8]2[N:9]=[C:10]([O:13][CH2:14][CH2:15][CH2:16][CH:17]3[CH2:22][CH2:21][NH:20][CH2:19][CH2:18]3)[N:11]=[CH:12][C:7]=2[CH2:6]1)(=[O:4])=[O:3].C([O-])([O-])=O.[Cs+].[Cs+].Cl[C:32]1[N:37]=[CH:36][C:35]([CH2:38][CH3:39])=[CH:34][N:33]=1.C(C1C=CN=CC=1C)#N, predict the reaction product.